From a dataset of Reaction yield outcomes from USPTO patents with 853,638 reactions. Predict the reaction yield, written as a fraction of the theoretical maximum amount of product (1.0 means a 100% yield; for example, 0.34 means a 34% yield). (1) The reactants are [CH2:1]([O:8][C:9]1[CH:10]=[CH:11][C:12]2[CH2:13][N:14](C(OC(C)(C)C)=O)[CH2:15][CH2:16][O:17][C:18]=2[N:19]=1)[C:2]1[CH:7]=[CH:6][CH:5]=[CH:4][CH:3]=1.[ClH:27].C(OCC)(=O)C. No catalyst specified. The product is [ClH:27].[CH2:1]([O:8][C:9]1[CH:10]=[CH:11][C:12]2[CH2:13][NH:14][CH2:15][CH2:16][O:17][C:18]=2[N:19]=1)[C:2]1[CH:3]=[CH:4][CH:5]=[CH:6][CH:7]=1. The yield is 0.830. (2) The reactants are [CH:1]([C@@H:14]1[O:19][CH2:18][C@@H:17](OS(C)(=O)=O)[CH2:16][CH2:15]1)([C:8]1[CH:13]=[CH:12][CH:11]=[CH:10][CH:9]=1)[C:2]1[CH:7]=[CH:6][CH:5]=[CH:4][CH:3]=1.[N-:25]=[N+:26]=[N-:27].[Na+]. The catalyst is CN(C=O)C. The product is [N:25]([C@H:17]1[CH2:16][CH2:15][C@@H:14]([CH:1]([C:8]2[CH:13]=[CH:12][CH:11]=[CH:10][CH:9]=2)[C:2]2[CH:7]=[CH:6][CH:5]=[CH:4][CH:3]=2)[O:19][CH2:18]1)=[N+:26]=[N-:27]. The yield is 0.920.